Dataset: Reaction yield outcomes from USPTO patents with 853,638 reactions. Task: Predict the reaction yield, written as a fraction of the theoretical maximum amount of product (1.0 means a 100% yield; for example, 0.34 means a 34% yield). The product is [Cl:1][C:2]1[N:3]=[C:4]([N:15]2[CH2:20][CH2:19][O:18][CH2:17][CH2:16]2)[C:5]2[S:10][C:9]([CH2:11][N:12]([CH3:13])[C:28](=[O:30])[CH3:29])=[C:8]([CH3:14])[C:6]=2[N:7]=1. The catalyst is ClCCl. The reactants are [Cl:1][C:2]1[N:3]=[C:4]([N:15]2[CH2:20][CH2:19][O:18][CH2:17][CH2:16]2)[C:5]2[S:10][C:9]([CH2:11][NH:12][CH3:13])=[C:8]([CH3:14])[C:6]=2[N:7]=1.C(N(CC)CC)C.[C:28](Cl)(=[O:30])[CH3:29]. The yield is 1.00.